This data is from Forward reaction prediction with 1.9M reactions from USPTO patents (1976-2016). The task is: Predict the product of the given reaction. (1) Given the reactants C(OC(=O)[NH:7][CH2:8][C@@H:9]1[CH2:13][CH2:12][C@@H:11]([C:14]([NH:16][NH:17][C:18]2[N:19]=[C:20]3[CH:26]=[CH:25][N:24](S(C4C=CC(C)=CC=4)(=O)=O)[C:21]3=[N:22][CH:23]=2)=O)[CH2:10]1)(C)(C)C.C(OC(NC[C@@H]1CC[C@@H](C(O)=O)C1)=O)(C)(C)C.CCN(C(C)C)C(C)C.O=S(Cl)[Cl:66].[OH-].[Na+], predict the reaction product. The product is: [ClH:66].[C:14]1([C@@H:11]2[CH2:12][CH2:13][C@@H:9]([CH2:8][NH2:7])[CH2:10]2)[N:19]2[C:20]3[CH:26]=[CH:25][NH:24][C:21]=3[N:22]=[CH:23][C:18]2=[N:17][N:16]=1. (2) Given the reactants CO[C:3]([C:5]1[N:6]=[N:7][C:8]([O:11][CH2:12][C:13]2[C:14]([CH2:19][CH2:20][CH2:21][CH3:22])=[N:15][O:16][C:17]=2[CH3:18])=[CH:9][CH:10]=1)=[O:4].[O:23]1[CH2:27][CH2:26][CH:25]([NH2:28])[CH2:24]1, predict the reaction product. The product is: [O:23]1[CH2:27][CH2:26][CH:25]([NH:28][C:3]([C:5]2[N:6]=[N:7][C:8]([O:11][CH2:12][C:13]3[C:14]([CH2:19][CH2:20][CH2:21][CH3:22])=[N:15][O:16][C:17]=3[CH3:18])=[CH:9][CH:10]=2)=[O:4])[CH2:24]1. (3) The product is: [CH3:10][O:9][C:7]1[CH:8]=[C:3]([O:2][CH3:1])[N:4]=[C:5]([O:11][CH2:12][CH2:13][N:14]2[CH:18]=[C:17]([NH2:19])[CH:16]=[N:15]2)[N:6]=1. Given the reactants [CH3:1][O:2][C:3]1[CH:8]=[C:7]([O:9][CH3:10])[N:6]=[C:5]([O:11][CH2:12][CH2:13][N:14]2[CH:18]=[C:17]([N+:19]([O-])=O)[CH:16]=[N:15]2)[N:4]=1, predict the reaction product. (4) Given the reactants FC(F)(F)C(O)=O.ClCCl.[NH2:11][C:12]1[N:17]=[CH:16][N:15]=[C:14]2[N:18]([CH:37]3[CH2:42][CH2:41][N:40]([CH2:43][C:44]4[NH:45][CH:46]=[CH:47][N:48]=4)[CH2:39][CH2:38]3)[N:19]=[C:20]([C:21]3[CH:26]=[CH:25][C:24]([NH:27]C(=O)OC(C)(C)C)=[C:23]([O:35][CH3:36])[CH:22]=3)[C:13]=12, predict the reaction product. The product is: [NH2:27][C:24]1[CH:25]=[CH:26][C:21]([C:20]2[C:13]3[C:14](=[N:15][CH:16]=[N:17][C:12]=3[NH2:11])[N:18]([CH:37]3[CH2:42][CH2:41][N:40]([CH2:43][C:44]4[NH:45][CH:46]=[CH:47][N:48]=4)[CH2:39][CH2:38]3)[N:19]=2)=[CH:22][C:23]=1[O:35][CH3:36].